Dataset: Forward reaction prediction with 1.9M reactions from USPTO patents (1976-2016). Task: Predict the product of the given reaction. Given the reactants C(=O)([O-])[O-].[K+].[K+].[CH2:7]([N:14]1[CH:18]=[C:17]([C:19]2[C:27]3[C:26]([O:28][CH2:29][CH2:30][O:31][CH3:32])=[N:25][CH:24]=[N:23][C:22]=3[N:21](C(OC(C)(C)C)=O)[CH:20]=2)[N:16]=[N:15]1)[C:8]1[CH:13]=[CH:12][CH:11]=[CH:10][CH:9]=1, predict the reaction product. The product is: [CH2:7]([N:14]1[CH:18]=[C:17]([C:19]2[C:27]3[C:26]([O:28][CH2:29][CH2:30][O:31][CH3:32])=[N:25][CH:24]=[N:23][C:22]=3[NH:21][CH:20]=2)[N:16]=[N:15]1)[C:8]1[CH:13]=[CH:12][CH:11]=[CH:10][CH:9]=1.